Predict the reactants needed to synthesize the given product. From a dataset of Full USPTO retrosynthesis dataset with 1.9M reactions from patents (1976-2016). (1) The reactants are: Cl[C:2]1[C:7]([C:8]([O:10][CH2:11][CH3:12])=[O:9])=[CH:6][N:5]=[C:4]([S:13][CH3:14])[N:3]=1.[C:15]1([NH:21][CH2:22][CH2:23][C:24]#[N:25])[CH:20]=[CH:19][CH:18]=[CH:17][CH:16]=1. Given the product [CH2:11]([O:10][C:8]([C:7]1[C:2]([N:21]([CH2:22][CH2:23][C:24]#[N:25])[C:15]2[CH:20]=[CH:19][CH:18]=[CH:17][CH:16]=2)=[N:3][C:4]([S:13][CH3:14])=[N:5][CH:6]=1)=[O:9])[CH3:12], predict the reactants needed to synthesize it. (2) Given the product [CH3:33][S:30]([C:27]1[CH:28]=[CH:29][C:24]([N:21]2[C:17]3=[N:18][CH:19]=[N:20][C:15]([NH:14][CH:11]4[CH2:12][CH2:13][CH:8]([NH2:7])[CH2:9][CH2:10]4)=[C:16]3[CH:23]=[N:22]2)=[CH:25][CH:26]=1)(=[O:32])=[O:31], predict the reactants needed to synthesize it. The reactants are: C(OC(=O)[NH:7][CH:8]1[CH2:13][CH2:12][CH:11]([NH:14][C:15]2[N:20]=[CH:19][N:18]=[C:17]3[N:21]([C:24]4[CH:29]=[CH:28][C:27]([S:30]([CH3:33])(=[O:32])=[O:31])=[CH:26][CH:25]=4)[N:22]=[CH:23][C:16]=23)[CH2:10][CH2:9]1)(C)(C)C. (3) Given the product [CH3:62][O:61][C:57]1[CH:56]=[C:55]([N:51]2[CH:52]=[C:48]([C:47]#[C:46][C:44]3[CH:43]=[CH:42][N:41]=[C:40]([CH3:39])[CH:45]=3)[N:49]=[C:50]2[CH3:53])[CH:60]=[CH:59][N:58]=1, predict the reactants needed to synthesize it. The reactants are: N1C2C(=CC=C3C=2N=CC=C3)C=CC=1.C(=CC(C=CC1C=CC=CC=1)=O)C1C=CC=CC=1.C(=O)([O-])[O-].[Cs+].[Cs+].[CH3:39][C:40]1[CH:45]=[C:44]([C:46]#[C:47][C:48]2[N:49]=[C:50]([CH3:53])[NH:51][CH:52]=2)[CH:43]=[CH:42][N:41]=1.I[C:55]1[CH:60]=[CH:59][N:58]=[C:57]([O:61][CH3:62])[CH:56]=1.